From a dataset of Reaction yield outcomes from USPTO patents with 853,638 reactions. Predict the reaction yield, written as a fraction of the theoretical maximum amount of product (1.0 means a 100% yield; for example, 0.34 means a 34% yield). (1) The reactants are Cl[C:2](=[CH2:5])[C:3]#[N:4].Cl.[CH:7]([NH:10][NH2:11])([CH3:9])[CH3:8].C([O-])([O-])=O.[K+].[K+]. The catalyst is O. The product is [CH:7]([N:10]1[CH:5]=[CH:2][C:3]([NH2:4])=[N:11]1)([CH3:9])[CH3:8]. The yield is 0.580. (2) The product is [CH3:38][C:31]([O:30][C:29]1[CH:39]=[CH:40][CH:41]=[C:27]([O:15][CH2:14][CH2:13][CH2:12][C:11]2[C:7]([C:1]3[CH:2]=[CH:3][CH:4]=[CH:5][CH:6]=3)=[N:8][N:9]([C:16]3[CH:21]=[CH:20][C:19]([C:22]([F:24])([F:23])[F:25])=[CH:18][N:17]=3)[CH:10]=2)[CH:28]=1)([CH3:37])[C:32]([OH:34])=[O:33]. The reactants are [C:1]1([C:7]2[C:11]([CH2:12][CH2:13][CH2:14][OH:15])=[CH:10][N:9]([C:16]3[CH:21]=[CH:20][C:19]([C:22]([F:25])([F:24])[F:23])=[CH:18][N:17]=3)[N:8]=2)[CH:6]=[CH:5][CH:4]=[CH:3][CH:2]=1.O[C:27]1[CH:28]=[C:29]([CH:39]=[CH:40][CH:41]=1)[O:30][C:31]([CH3:38])([CH3:37])[C:32]([O:34]CC)=[O:33].C(P(CCCC)CCCC)CCC.N(C(N1CCCCC1)=O)=NC(N1CCCCC1)=O. The yield is 0.800. The catalyst is O1CCCC1. (3) The product is [Br:1][C:2]1[CH:14]=[CH:13][C:12]2[C:11]3[C:6](=[CH:7][C:8]([C:37]4[CH:38]=[CH:39][C:40]([O:34][CH2:31][CH:44]([CH2:45][CH3:46])[CH2:28][CH2:27][CH2:23][CH3:30])=[CH:41][CH:42]=4)=[CH:9][CH:10]=3)[C:5]([CH2:19][CH2:20][CH3:21])([CH2:16][CH2:17][CH3:18])[C:4]=2[CH:3]=1. The catalyst is C1C=CC([P]([Pd]([P](C2C=CC=CC=2)(C2C=CC=CC=2)C2C=CC=CC=2)([P](C2C=CC=CC=2)(C2C=CC=CC=2)C2C=CC=CC=2)[P](C2C=CC=CC=2)(C2C=CC=CC=2)C2C=CC=CC=2)(C2C=CC=CC=2)C2C=CC=CC=2)=CC=1.O. The reactants are [Br:1][C:2]1[CH:14]=[CH:13][C:12]2[C:11]3[C:6](=[CH:7][C:8](I)=[CH:9][CH:10]=3)[C:5]([CH2:19][CH2:20][CH3:21])([CH2:16][CH2:17][CH3:18])[C:4]=2[CH:3]=1.C[C:23]1([CH3:30])[C:27](C)([CH3:28])OBO1.[C:31](=[O:34])([O-])[O-].[K+].[K+].[C:37]1(C)[CH:42]=[CH:41][CH:40]=[CH:39][CH:38]=1.[CH3:44][C:45](O)(C)[CH3:46]. The yield is 0.710.